This data is from Catalyst prediction with 721,799 reactions and 888 catalyst types from USPTO. The task is: Predict which catalyst facilitates the given reaction. (1) Reactant: O.[NH2:2][NH2:3].[C:4]([CH2:9][C:10]([O:12]CC)=O)(=O)[CH:5]([CH3:7])[CH3:6]. Product: [CH:5]([C:4]1[CH2:9][C:10](=[O:12])[NH:2][N:3]=1)([CH3:7])[CH3:6]. The catalyst class is: 8. (2) Reactant: [Cl:1][C:2]1[N:3]=[CH:4][CH:5]=[C:6]2[CH:10]=[C:9]([C:11](OCC)=[O:12])[NH:8][C:7]=12.[H-].[Al+3].[Li+].[H-].[H-].[H-]. Product: [Cl:1][C:2]1[N:3]=[CH:4][CH:5]=[C:6]2[CH:10]=[C:9]([CH2:11][OH:12])[NH:8][C:7]=12. The catalyst class is: 7.